From a dataset of Catalyst prediction with 721,799 reactions and 888 catalyst types from USPTO. Predict which catalyst facilitates the given reaction. (1) Reactant: Br[CH2:2][C:3]([CH:5]1[CH2:10][CH2:9][N:8]([C:11]([O:13][CH2:14][C:15]2[CH:20]=[CH:19][CH:18]=[CH:17][CH:16]=2)=[O:12])[CH2:7][CH2:6]1)=[O:4].[C:21]([O:25][CH2:26][CH3:27])(=[O:24])[C:22]#[CH:23].C(=O)([O-])[O-].[K+].[K+].[N:34]1[CH:39]=[CH:38][CH:37]=[CH:36][N:35]=1. Product: [CH2:14]([O:13][C:11]([N:8]1[CH2:9][CH2:10][CH:5]([C:3]([C:2]2[N:34]3[N:35]=[CH:36][CH:37]=[CH:38][C:39]3=[C:22]([C:21]([O:25][CH2:26][CH3:27])=[O:24])[CH:23]=2)=[O:4])[CH2:6][CH2:7]1)=[O:12])[C:15]1[CH:20]=[CH:19][CH:18]=[CH:17][CH:16]=1. The catalyst class is: 16. (2) Reactant: C[O:2][C:3]([C:5]1[NH:6][C:7]2[C:12]([CH:13]=1)=[CH:11][CH:10]=[CH:9][C:8]=2[N+:14]([O-:16])=[O:15])=[O:4].[OH-].[Na+].Cl. Product: [N+:14]([C:8]1[CH:9]=[CH:10][CH:11]=[C:12]2[C:7]=1[NH:6][C:5]([C:3]([OH:4])=[O:2])=[CH:13]2)([O-:16])=[O:15]. The catalyst class is: 30. (3) Reactant: CO.[CH3:3][C:4]1[NH:8][CH:7]=[N:6][C:5]=1[CH2:9][N:10]1[C:23](=[O:24])[C:14]2[C:15]3[CH:16]=[CH:17][CH:18]=[CH:19][C:20]=3[N:21]([CH3:22])[C:13]=2[CH2:12][CH2:11]1.[ClH:25]. Product: [CH3:3][C:4]1[NH:8][CH:7]=[N:6][C:5]=1[CH2:9][N:10]1[C:23](=[O:24])[C:14]2[C:15]3[CH:16]=[CH:17][CH:18]=[CH:19][C:20]=3[N:21]([CH3:22])[C:13]=2[CH2:12][CH2:11]1.[ClH:25]. The catalyst class is: 41. (4) Reactant: Cl[CH2:2][CH2:3][N:4]1[CH:8]=[C:7]([B:9]2[O:13][C:12]([CH3:15])([CH3:14])[C:11]([CH3:17])([CH3:16])[O:10]2)[CH:6]=[N:5]1.[I-].[Na+].[CH3:20][NH:21][CH3:22].C1COCC1. Product: [CH3:20][N:21]([CH3:22])[CH2:2][CH2:3][N:4]1[CH:8]=[C:7]([B:9]2[O:13][C:12]([CH3:15])([CH3:14])[C:11]([CH3:17])([CH3:16])[O:10]2)[CH:6]=[N:5]1. The catalyst class is: 9. (5) Reactant: C(O)(C(F)(F)F)=O.[NH2:8][CH2:9][CH2:10][NH:11][C:12](=[O:32])[C:13]([O:16][C:17]1[CH:22]=[CH:21][C:20]([C:23](=[O:31])[C:24]2[CH:29]=[CH:28][C:27]([Cl:30])=[CH:26][CH:25]=2)=[CH:19][CH:18]=1)([CH3:15])[CH3:14].[C:33](O)(=[O:53])[CH2:34][CH2:35][CH2:36]/[CH:37]=[CH:38]\[CH2:39]/[CH:40]=[CH:41]\[CH2:42]/[CH:43]=[CH:44]\[CH2:45]/[CH:46]=[CH:47]\[CH2:48]/[CH:49]=[CH:50]\[CH2:51][CH3:52].CN(C(ON1N=NC2C=CC=NC1=2)=[N+](C)C)C.F[P-](F)(F)(F)(F)F.CCN(C(C)C)C(C)C. Product: [Cl:30][C:27]1[CH:28]=[CH:29][C:24]([C:23]([C:20]2[CH:21]=[CH:22][C:17]([O:16][C:13]([CH3:15])([CH3:14])[C:12]([NH:11][CH2:10][CH2:9][NH:8][C:33](=[O:53])[CH2:34][CH2:35][CH2:36]/[CH:37]=[CH:38]\[CH2:39]/[CH:40]=[CH:41]\[CH2:42]/[CH:43]=[CH:44]\[CH2:45]/[CH:46]=[CH:47]\[CH2:48]/[CH:49]=[CH:50]\[CH2:51][CH3:52])=[O:32])=[CH:18][CH:19]=2)=[O:31])=[CH:25][CH:26]=1. The catalyst class is: 210. (6) Reactant: O[C:2]1([C:22]2[N:27]=[C:26]3[O:28][CH2:29][O:30][C:25]3=[CH:24][C:23]=2[OH:31])[C:10]2[C:5](=[CH:6][CH:7]=[CH:8][CH:9]=2)[N:4]([CH2:11][C:12]2[O:13][C:14]([C:17]([F:20])([F:19])[F:18])=[CH:15][CH:16]=2)[C:3]1=[O:21].C([SiH](CC)CC)C.FC(F)(F)C(O)=O. Product: [OH:31][C:23]1[CH:24]=[C:25]2[O:30][CH2:29][O:28][C:26]2=[N:27][C:22]=1[CH:2]1[C:10]2[C:5](=[CH:6][CH:7]=[CH:8][CH:9]=2)[N:4]([CH2:11][C:12]2[O:13][C:14]([C:17]([F:18])([F:20])[F:19])=[CH:15][CH:16]=2)[C:3]1=[O:21]. The catalyst class is: 4.